Dataset: Forward reaction prediction with 1.9M reactions from USPTO patents (1976-2016). Task: Predict the product of the given reaction. (1) Given the reactants Cl[CH2:2][CH2:3][C:4]([NH:6][C:7]1[C:20]2[C:19](=[O:21])[C:18]3[C:13](=[CH:14][CH:15]=[CH:16][C:17]=3[NH:22][C:23](=[O:27])[CH2:24][CH2:25]Cl)[C:12](=[O:28])[C:11]=2[CH:10]=[CH:9][CH:8]=1)=[O:5].[N:29]1[CH:34]=[CH:33][CH:32]=[CH:31][CH:30]=1.[CH2:35]([NH:38][CH2:39][CH2:40][CH3:41])[CH2:36][CH3:37].[CH2:42]1COCC1, predict the reaction product. The product is: [CH2:34]([N:29]([CH2:30][CH2:31][CH3:42])[CH:24]([CH3:25])[C:23]([NH:22][C:17]1[C:18]2[C:19](=[O:21])[C:20]3[C:11](=[CH:10][CH:9]=[CH:8][C:7]=3[NH:6][C:4](=[O:5])[CH:3]([N:38]([CH2:39][CH2:40][CH3:41])[CH2:35][CH2:36][CH3:37])[CH3:2])[C:12](=[O:28])[C:13]=2[CH:14]=[CH:15][CH:16]=1)=[O:27])[CH2:33][CH3:32]. (2) Given the reactants [Br:1][C:2]1[CH:3]=[CH:4][C:5](=[O:8])[NH:6][CH:7]=1.S([O-])([O-])(=O)=O.[Na+].[Na+].FS([C:20]([F:25])([F:24])C(O)=O)(=O)=O.C(=O)([O-])O.[Na+], predict the reaction product. The product is: [Br:1][C:2]1[CH:3]=[CH:4][C:5]([O:8][CH:20]([F:25])[F:24])=[N:6][CH:7]=1. (3) Given the reactants [CH3:1][S:2][C:3](SC)=[C:4]([C:7]#[N:8])[C:5]#[N:6].O.[NH2:12][NH2:13], predict the reaction product. The product is: [NH2:8][C:7]1[C:4]([C:5]#[N:6])=[C:3]([S:2][CH3:1])[NH:13][N:12]=1. (4) Given the reactants [CH3:1][O-:2].[Na+].[Na].F[C:6]1[CH:11]=[C:10]([Cl:12])[C:9]([N+:13]([O-:15])=[O:14])=[CH:8][C:7]=1C.[CH3:17]O, predict the reaction product. The product is: [Cl:12][C:10]1[CH:11]=[C:6]([O:2][CH3:1])[CH:7]=[C:8]([CH3:17])[C:9]=1[N+:13]([O-:15])=[O:14]. (5) Given the reactants [Br:1][C:2]1[N:3]([CH2:10][C@:11]2([CH3:14])[CH2:13][O:12]2)[CH:4]=[C:5]([N+:7]([O-:9])=[O:8])[N:6]=1.[N:15]1([C:21]([O:23][CH2:24][CH:25]=[CH:26][C:27]2[CH:32]=[CH:31][C:30]([C:33]([F:36])([F:35])[F:34])=[CH:29][CH:28]=2)=[O:22])[CH2:20][CH2:19][NH:18][CH2:17][CH2:16]1.CN(C)C=O, predict the reaction product. The product is: [Br:1][C:2]1[N:3]([CH2:10][C@:11]([OH:12])([CH3:14])[CH2:13][N:18]2[CH2:17][CH2:16][N:15]([C:21]([O:23][CH2:24][CH:25]=[CH:26][C:27]3[CH:32]=[CH:31][C:30]([C:33]([F:35])([F:36])[F:34])=[CH:29][CH:28]=3)=[O:22])[CH2:20][CH2:19]2)[CH:4]=[C:5]([N+:7]([O-:9])=[O:8])[N:6]=1.